Dataset: Experimentally validated miRNA-target interactions with 360,000+ pairs, plus equal number of negative samples. Task: Binary Classification. Given a miRNA mature sequence and a target amino acid sequence, predict their likelihood of interaction. (1) The miRNA is hsa-miR-516b-5p with sequence AUCUGGAGGUAAGAAGCACUUU. The protein sequence of the target gene is MGLSHSKTHLRVIKVAPLQNKEVETPSAGRVDFAFNQNLEEKTSYSLARLQDQNKALEGQLPPLQENWYGRYSTASRDMYFDIPLEHRETSIIKRHPPQRLQKLEPIDLPRVITSGRLLSQREARTMHKAKQVLEKKMQTPMYTSENRQYLHKMQVLEMIRKRQEAQMELKKSLHGEARINKQSPRDHKAKKTLQSTPRNDDHDLLTMLPDEILNRGPGNSKNTEFLKHQAVNNYCPWKIGKMETWLHEQEAQGQLLWDSSSSDSDEQGKDEKKPRALVRTRTERIPLFDEFFDQE. Result: 0 (no interaction). (2) The miRNA is hsa-miR-6796-5p with sequence UUGUGGGGUUGGAGAGCUGGCUG. The protein sequence of the target gene is MMRREDEEEEGTMMKAKGDLEMKEEEEISETGELVGPFVSAMPTPMPHNKGTRFSEAWEYFHLAPARAGHHPNQYATCRLCGRQVSRGPGVNVGTTALWKHLKSMHREELEKSGHGQAGQRQDPRPHGPQLPTGIEGNWGRLLEQVGTMALWASQREKEVLRRERAVEWRERAVEKRERALEEVERAILEMKWKVRAEKEACQREKELPAAVHPFHFV. Result: 0 (no interaction). (3) The miRNA is mmu-miR-5127 with sequence UCUCCCAACCCUUUUCCCA. The protein sequence of the target gene is MSSAPNGRKKRPSRSTRSSIFQISKPPLQSGDWERRGSGSESAHKTQRALDDCKMLVQEFNTQVALYRELVISIGDVSVSCPSLRAEMHKTRTKGCEMARQAHQKLAAISGPEDGEIHPEICRLYIQLQCCLEMYTTEMLKSICLLGSLQFHRKGKEPGGGTKSLDCKIEESAETPALEDSSSSPVDSQQHSWQVSTDIENTERDMREMKNLLSKLRETMPLPLKNQDDSSLLNLTPYPLVRRRKRRFFGLCCLISS. Result: 0 (no interaction).